This data is from Forward reaction prediction with 1.9M reactions from USPTO patents (1976-2016). The task is: Predict the product of the given reaction. Given the reactants C1([O:7][C:8](=O)[N:9]([C:19]2[CH:24]=[C:23]([O:25][C:26]3[CH:31]=[CH:30][C:29]([NH:32][C:33]([C:35]4([C:38](=[O:47])[NH:39][C:40]5[CH:45]=[CH:44][C:43]([F:46])=[CH:42][CH:41]=5)[CH2:37][CH2:36]4)=[O:34])=[CH:28][CH:27]=3)[CH:22]=[CH:21][N:20]=2)C(OC2C=CC=CC=2)=O)C=CC=CC=1.[CH3:49][N:50]([CH3:59])[CH2:51][CH2:52][N:53]1[CH2:58][CH2:57][NH:56][CH2:55][CH2:54]1, predict the reaction product. The product is: [CH3:49][N:50]([CH3:59])[CH2:51][CH2:52][N:53]1[CH2:58][CH2:57][N:56]([C:8]([NH:9][C:19]2[CH:24]=[C:23]([O:25][C:26]3[CH:27]=[CH:28][C:29]([NH:32][C:33]([C:35]4([C:38]([NH:39][C:40]5[CH:41]=[CH:42][C:43]([F:46])=[CH:44][CH:45]=5)=[O:47])[CH2:37][CH2:36]4)=[O:34])=[CH:30][CH:31]=3)[CH:22]=[CH:21][N:20]=2)=[O:7])[CH2:55][CH2:54]1.